This data is from Full USPTO retrosynthesis dataset with 1.9M reactions from patents (1976-2016). The task is: Predict the reactants needed to synthesize the given product. (1) The reactants are: [Cl:1][C:2]1[CH:7]=[CH:6][C:5]([C@:8]2([O:26][C@H:25]([CH2:27][O:28]C(=O)C)[C@@H:20]([O:21]C(=O)C)[C@H:15]([O:16]C(=O)C)[C@H:10]2[O:11]C(=O)C)[OH:9])=[CH:4][C:3]=1[CH2:32][C:33]1[CH:38]=[CH:37][C:36]([C:39]#[C:40][C:41]2([OH:46])[CH2:45][CH2:44][CH2:43][CH2:42]2)=[CH:35][CH:34]=1.[OH-].[Na+].Cl. Given the product [Cl:1][C:2]1[CH:7]=[CH:6][C:5]([C@:8]2([O:26][C@H:25]([CH2:27][OH:28])[C@@H:20]([OH:21])[C@H:15]([OH:16])[C@H:10]2[OH:11])[OH:9])=[CH:4][C:3]=1[CH2:32][C:33]1[CH:38]=[CH:37][C:36]([C:39]#[C:40][C:41]2([OH:46])[CH2:42][CH2:43][CH2:44][CH2:45]2)=[CH:35][CH:34]=1, predict the reactants needed to synthesize it. (2) The reactants are: [CH3:1][N:2]1[C:10]2[C:5](=[CH:6][CH:7]=[CH:8][CH:9]=2)[CH:4]=[C:3]1[C:11](Cl)=[O:12].[NH2:14][C:15]1[C:20]2[C:21]([C:24]3[CH:29]=[CH:28][C:27]([NH2:30])=[C:26]([O:31][CH3:32])[CH:25]=3)=[CH:22][S:23][C:19]=2[C:18]([NH:33][C:34](=[O:44])[CH2:35][CH2:36][N:37]2[CH2:42][CH2:41][N:40]([CH3:43])[CH2:39][CH2:38]2)=[CH:17][N:16]=1. Given the product [NH2:14][C:15]1[C:20]2[C:21]([C:24]3[CH:29]=[CH:28][C:27]([NH:30][C:11]([C:3]4[N:2]([CH3:1])[C:10]5[C:5]([CH:4]=4)=[CH:6][CH:7]=[CH:8][CH:9]=5)=[O:12])=[C:26]([O:31][CH3:32])[CH:25]=3)=[CH:22][S:23][C:19]=2[C:18]([NH:33][C:34](=[O:44])[CH2:35][CH2:36][N:37]2[CH2:38][CH2:39][N:40]([CH3:43])[CH2:41][CH2:42]2)=[CH:17][N:16]=1, predict the reactants needed to synthesize it. (3) The reactants are: [F:1][C:2]([F:14])([F:13])[C:3]1[CH:4]=[C:5]([CH2:9][C:10](Cl)=[O:11])[CH:6]=[CH:7][CH:8]=1.[NH2:15][C:16]1[S:17][C:18]2[CH:24]=[C:23]([C:25]([F:28])([F:27])[F:26])[CH:22]=[CH:21][C:19]=2[N:20]=1. Given the product [F:28][C:25]([F:26])([F:27])[C:23]1[CH:22]=[CH:21][C:19]2[N:20]=[C:16]([NH:15][C:10](=[O:11])[CH2:9][C:5]3[CH:6]=[CH:7][CH:8]=[C:3]([C:2]([F:14])([F:13])[F:1])[CH:4]=3)[S:17][C:18]=2[CH:24]=1, predict the reactants needed to synthesize it. (4) Given the product [CH3:36][C:32]1([CH3:37])[N:31]([C:23]2[CH:24]=[CH:25][C:26]([C:27]([NH:28][CH3:29])=[O:30])=[C:21]([F:20])[CH:22]=2)[C:2](=[S:3])[N:1]([C:4]2[CH:11]=[CH:10][C:7]([C:8]#[N:9])=[C:6]([C:12]([F:13])([F:15])[F:14])[CH:5]=2)[C:33]1=[O:34], predict the reactants needed to synthesize it. The reactants are: [N:1]([C:4]1[CH:11]=[CH:10][C:7]([C:8]#[N:9])=[C:6]([C:12]([F:15])([F:14])[F:13])[CH:5]=1)=[C:2]=[S:3].C(Cl)(Cl)Cl.[F:20][C:21]1[CH:22]=[C:23]([NH:31][C:32]([CH3:37])([CH3:36])[C:33](O)=[O:34])[CH:24]=[CH:25][C:26]=1[C:27](=[O:30])[NH:28][CH3:29]. (5) Given the product [Br:1][C:2]1[CH:3]=[C:5]([Cl:11])[CH:6]=[C:7]([Br:10])[C:8]=1[Cl:9], predict the reactants needed to synthesize it. The reactants are: [Br:1][C:2]1[C:8]([Cl:9])=[C:7]([Br:10])[CH:6]=[C:5]([Cl:11])[C:3]=1N.N(OC(C)(C)C)=O. (6) Given the product [CH3:1][CH:2]([CH3:13])[CH2:3][CH:4]=[CH:5][N:7]1[CH2:12][CH2:11][CH2:10][CH2:9][CH2:8]1, predict the reactants needed to synthesize it. The reactants are: [CH3:1][CH:2]([CH3:13])[CH2:3][CH2:4][C:5]([N:7]1[CH2:12][CH2:11][CH2:10][CH2:9][CH2:8]1)=O.C1(C)C=CC=CC=1.C[SiH](C)O[SiH](C)C. (7) Given the product [I:23][CH2:2][CH2:3][C@@H:4]([O:11][C:12]1[C:20]2[S:19][C:18]([C:21]#[N:22])=[CH:17][C:16]=2[CH:15]=[CH:14][CH:13]=1)[C:5]1[CH:10]=[CH:9][CH:8]=[CH:7][CH:6]=1, predict the reactants needed to synthesize it. The reactants are: Cl[CH2:2][CH2:3][C@@H:4]([O:11][C:12]1[C:20]2[S:19][C:18]([C:21]#[N:22])=[CH:17][C:16]=2[CH:15]=[CH:14][CH:13]=1)[C:5]1[CH:10]=[CH:9][CH:8]=[CH:7][CH:6]=1.[I-:23].[Na+].O. (8) The reactants are: [C:1]([NH:4][C:5]1[C:9]([Cl:10])=[C:8](Cl)[S:7][C:6]=1[C:12]([O:14][CH3:15])=[O:13])(=[O:3])[CH3:2].C(N(CC)CC)C. Given the product [C:1]([NH:4][C:5]1[C:9]([Cl:10])=[CH:8][S:7][C:6]=1[C:12]([O:14][CH3:15])=[O:13])(=[O:3])[CH3:2], predict the reactants needed to synthesize it. (9) Given the product [Br:14][C:4]1[CH:5]=[C:6]([CH:12]=[CH:13][C:3]=1[C:19]#[N:20])[C:7]([O:9][CH2:10][CH3:11])=[O:8], predict the reactants needed to synthesize it. The reactants are: Cl.N[C:3]1[CH:13]=[CH:12][C:6]([C:7]([O:9][CH2:10][CH3:11])=[O:8])=[CH:5][C:4]=1[Br:14].N([O-])=O.[Na+].[C:19]([Cu])#[N:20].[C-]#N.[Na+]. (10) Given the product [F:1][C:2]1[CH:7]=[C:6]([N:8]2[C:28](=[O:29])[CH:27]=[C:26]([CH3:32])[N:22]=[C:23]2[CH3:25])[CH:5]=[CH:4][C:3]=1[NH:9][CH2:10][CH2:11][N:12]1[CH2:17][CH2:16][O:15][CH2:14][CH2:13]1, predict the reactants needed to synthesize it. The reactants are: [F:1][C:2]1[CH:7]=[C:6]([NH2:8])[CH:5]=[CH:4][C:3]=1[NH:9][CH2:10][CH2:11][N:12]1[CH2:17][CH2:16][O:15][CH2:14][CH2:13]1.C[Al](C)C.[NH:22](/[C:26](/[CH3:32])=[CH:27]\[C:28](OC)=[O:29])[C:23]([CH3:25])=O.